From a dataset of Peptide-MHC class II binding affinity with 134,281 pairs from IEDB. Regression. Given a peptide amino acid sequence and an MHC pseudo amino acid sequence, predict their binding affinity value. This is MHC class II binding data. (1) The peptide sequence is SERPQASGVYMGNLT. The MHC is H-2-IEd with pseudo-sequence H-2-IEd. The binding affinity (normalized) is 0.108. (2) The peptide sequence is ASTEYTPIGDNKA. The MHC is DRB1_1501 with pseudo-sequence DRB1_1501. The binding affinity (normalized) is 0.103. (3) The peptide sequence is VKNVIGPFMKAVCVE. The MHC is DRB1_1101 with pseudo-sequence DRB1_1101. The binding affinity (normalized) is 0.431. (4) The MHC is HLA-DPA10201-DPB10501 with pseudo-sequence HLA-DPA10201-DPB10501. The binding affinity (normalized) is 0.263. The peptide sequence is KTGQALVVGIYDEPM. (5) The peptide sequence is GATRERSLWIIFSKN. The MHC is HLA-DPA10103-DPB10401 with pseudo-sequence HLA-DPA10103-DPB10401. The binding affinity (normalized) is 0.289. (6) The peptide sequence is GELQIFDKIDAAFKI. The MHC is DRB5_0101 with pseudo-sequence DRB5_0101. The binding affinity (normalized) is 0.776. (7) The MHC is DRB1_0404 with pseudo-sequence DRB1_0404. The peptide sequence is PNYNLIIMDEAHFTD. The binding affinity (normalized) is 0.322. (8) The peptide sequence is HVKHFVINLIGDFEV. The MHC is DRB4_0101 with pseudo-sequence DRB4_0103. The binding affinity (normalized) is 0.949.